The task is: Predict which catalyst facilitates the given reaction.. This data is from Catalyst prediction with 721,799 reactions and 888 catalyst types from USPTO. (1) Reactant: [F:1][C:2]1[CH:22]=[CH:21][CH:20]=[CH:19][C:3]=1[CH2:4][N:5]1[C:14](=[O:15])[C:13]2[C:8](=[CH:9][C:10]([C:16]([O-])=[O:17])=[CH:11][CH:12]=2)[N:7]=[CH:6]1.CCN(C(C)C)C(C)C.CN(C(ON1N=N[C:42]2[CH:43]=[CH:44][CH:45]=[N:46][C:41]1=2)=[N+](C)C)C.F[P-](F)(F)(F)(F)F.[Cl:56][C:57]1C=CC(CN)=C[CH:58]=1. Product: [Cl:56][C:57]1[CH:58]=[C:44]([CH:43]=[CH:42][CH:41]=1)[CH2:45][NH:46][C:16]([C:10]1[CH:9]=[C:8]2[C:13]([C:14](=[O:15])[N:5]([CH2:4][C:3]3[CH:19]=[CH:20][CH:21]=[CH:22][C:2]=3[F:1])[CH:6]=[N:7]2)=[CH:12][CH:11]=1)=[O:17]. The catalyst class is: 2. (2) Reactant: [Cl:1][C:2]1[CH:3]=[C:4]([CH:9]([CH2:18][CH:19]2[CH2:23][CH2:22][CH:21]([OH:24])[CH2:20]2)[C:10]([NH:12][C:13]2[S:14][CH:15]=[CH:16][N:17]=2)=[O:11])[CH:5]=[CH:6][C:7]=1[Cl:8].[C:25](OC(=O)C)(=[O:27])[CH3:26]. Product: [Cl:1][C:2]1[CH:3]=[C:4]([CH:9]([C:10](=[O:11])[NH:12][C:13]2[S:14][CH:15]=[CH:16][N:17]=2)[CH2:18][CH:19]2[CH2:23][CH2:22][CH:21]([O:24][C:25](=[O:27])[CH3:26])[CH2:20]2)[CH:5]=[CH:6][C:7]=1[Cl:8]. The catalyst class is: 298. (3) Reactant: [F:1][C:2]1[CH:7]=[CH:6][CH:5]=[CH:4][C:3]=1[NH:8][N:9]=[C:10]([C:12]1[C:13](=[O:20])[O:14][C:15]([CH3:19])=[CH:16][C:17]=1[OH:18])[CH3:11]. Product: [F:1][C:2]1[CH:7]=[CH:6][CH:5]=[CH:4][C:3]=1[N:8]1[C:13](=[O:20])[CH:12]([C:17](=[O:18])[CH2:16][C:15](=[O:14])[CH3:19])[C:10]([CH3:11])=[N:9]1. The catalyst class is: 15. (4) Reactant: [C:1]([C:5]1[CH:10]=[CH:9][C:8]([NH:11][C:12](=[O:15])[CH2:13]Cl)=[C:7]([N+:16]([O-:18])=[O:17])[CH:6]=1)([CH3:4])([CH3:3])[CH3:2].C1COCC1.[NH:24]1[CH2:28][CH2:27][CH2:26][CH2:25]1.C(N(CC)CC)C. Product: [C:1]([C:5]1[CH:10]=[CH:9][C:8]([NH:11][C:12](=[O:15])[CH2:13][N:24]2[CH2:28][CH2:27][CH2:26][CH2:25]2)=[C:7]([N+:16]([O-:18])=[O:17])[CH:6]=1)([CH3:4])([CH3:3])[CH3:2]. The catalyst class is: 25. (5) Reactant: [Cl:1][C:2]1[C:7]([C:8]2[CH:13]=[CH:12][CH:11]=[C:10]([CH:14]=O)[CH:9]=2)=[CH:6][C:5]([CH2:16][NH:17][C:18]([C:20]2[CH:25]=[CH:24][CH:23]=[C:22]([C:26]([NH:28][CH2:29][C:30]3[C:31]([NH:43][CH:44]4[CH2:49][CH2:48][O:47][CH2:46][CH2:45]4)=[C:32]4[CH:40]=[N:39][N:38]([CH2:41][CH3:42])[C:33]4=[N:34][C:35]=3[CH2:36][CH3:37])=[O:27])[CH:21]=2)=[O:19])=[CH:4][CH:3]=1.[N:50]1(C(OC(C)(C)C)=O)[CH2:55][CH2:54][NH:53][CH2:52][CH2:51]1.C(O)(=O)C.C(O[BH-](OC(=O)C)OC(=O)C)(=O)C.[Na+].C(O)(C(F)(F)F)=O. Product: [Cl:1][C:2]1[C:7]([C:8]2[CH:13]=[CH:12][CH:11]=[C:10]([CH2:14][N:50]3[CH2:55][CH2:54][NH:53][CH2:52][CH2:51]3)[CH:9]=2)=[CH:6][C:5]([CH2:16][NH:17][C:18]([C:20]2[CH:25]=[CH:24][CH:23]=[C:22]([C:26]([NH:28][CH2:29][C:30]3[C:31]([NH:43][CH:44]4[CH2:49][CH2:48][O:47][CH2:46][CH2:45]4)=[C:32]4[CH:40]=[N:39][N:38]([CH2:41][CH3:42])[C:33]4=[N:34][C:35]=3[CH2:36][CH3:37])=[O:27])[CH:21]=2)=[O:19])=[CH:4][CH:3]=1. The catalyst class is: 279. (6) Reactant: [NH2:1][C:2]1[CH:7]=[CH:6][CH:5]=[CH:4][CH:3]=1.C1COCC1.[H-].[Na+].F[C:16]1[C:17]([N+:24]([O-:26])=[O:25])=[C:18]([CH:21]=[CH:22][CH:23]=1)[C:19]#[N:20]. Product: [N+:24]([C:17]1[C:16]([NH:1][C:2]2[CH:7]=[CH:6][CH:5]=[CH:4][CH:3]=2)=[CH:23][CH:22]=[CH:21][C:18]=1[C:19]#[N:20])([O-:26])=[O:25]. The catalyst class is: 6. (7) Reactant: C(OC([N:8]1[CH2:13][C@H:12]([O:14][CH2:15][C:16]2[CH:25]=[C:24]([O:26][CH3:27])[C:23]3[C:18](=[CH:19][CH:20]=[CH:21][CH:22]=3)[CH:17]=2)[C@@H:11]([C:28]2[CH:33]=[CH:32][C:31]([O:34][CH2:35][CH2:36][CH2:37][O:38][CH2:39][C:40]3[CH:45]=[C:44]([F:46])[CH:43]=[CH:42][C:41]=3[O:47][CH3:48])=[CH:30][CH:29]=2)[C@H:10]([O:49][CH2:50][C@H:51]([OH:55])[CH2:52][O:53][CH3:54])[CH2:9]1)=O)(C)(C)C.Cl. Product: [F:46][C:44]1[CH:43]=[CH:42][C:41]([O:47][CH3:48])=[C:40]([CH:45]=1)[CH2:39][O:38][CH2:37][CH2:36][CH2:35][O:34][C:31]1[CH:32]=[CH:33][C:28]([C@@H:11]2[C@@H:12]([O:14][CH2:15][C:16]3[CH:25]=[C:24]([O:26][CH3:27])[C:23]4[C:18](=[CH:19][CH:20]=[CH:21][CH:22]=4)[CH:17]=3)[CH2:13][NH:8][CH2:9][C@H:10]2[O:49][CH2:50][C@H:51]([OH:55])[CH2:52][O:53][CH3:54])=[CH:29][CH:30]=1. The catalyst class is: 5.